From a dataset of Reaction yield outcomes from USPTO patents with 853,638 reactions. Predict the reaction yield, written as a fraction of the theoretical maximum amount of product (1.0 means a 100% yield; for example, 0.34 means a 34% yield). (1) The reactants are [F:1][C:2]([F:7])([F:6])[C:3]([OH:5])=[O:4].[F:8][C:9]([F:14])([F:13])[C:10]([OH:12])=[O:11].FC(F)(F)C(O)=O.[Cl:22][C:23]1[CH:24]=[N:25][C:26]2[NH:27][C:28]3[CH:29]=[N:30][CH:31]=[C:32]([CH:54]=3)[CH2:33][CH2:34][C:35]3[CH:43]=[C:39]([NH:40][C:41]=1[N:42]=2)[CH:38]=[CH:37][C:36]=3[NH:44][C:45](=[O:53])[CH2:46][C@H:47]1[CH2:52][CH2:51][CH2:50][NH:49][CH2:48]1.[C:55]1([N:61]=[C:62]=[O:63])[CH:60]=[CH:59][CH:58]=[CH:57][CH:56]=1. No catalyst specified. The product is [F:1][C:2]([F:7])([F:6])[C:3]([OH:5])=[O:4].[F:8][C:9]([F:14])([F:13])[C:10]([OH:12])=[O:11].[Cl:22][C:23]1[CH:24]=[N:25][C:26]2[NH:27][C:28]3[CH:29]=[N:30][CH:31]=[C:32]([CH:54]=3)[CH2:33][CH2:34][C:35]3[CH:43]=[C:39]([NH:40][C:41]=1[N:42]=2)[CH:38]=[CH:37][C:36]=3[NH:44][C:45](=[O:53])[CH2:46][C@H:47]1[CH2:52][CH2:51][CH2:50][N:49]([C:62]([NH:61][C:55]2[CH:60]=[CH:59][CH:58]=[CH:57][CH:56]=2)=[O:63])[CH2:48]1. The yield is 0.600. (2) The reactants are [CH2:1]([N:3]([CH2:13][CH3:14])[C:4]([C:6]1[CH:11]=[CH:10][C:9](I)=[CH:8][CH:7]=1)=[O:5])[CH3:2].[CH3:15][O:16][C:17]1[CH:22]=[CH:21][CH:20]=[CH:19][C:18]=1OB(O)O.C(=O)([O-])[O-].[Na+].[Na+]. The catalyst is C(COC)OC.C1(C)C=CC=CC=1.O.C1C=CC([P]([Pd]([P](C2C=CC=CC=2)(C2C=CC=CC=2)C2C=CC=CC=2)([P](C2C=CC=CC=2)(C2C=CC=CC=2)C2C=CC=CC=2)[P](C2C=CC=CC=2)(C2C=CC=CC=2)C2C=CC=CC=2)(C2C=CC=CC=2)C2C=CC=CC=2)=CC=1. The product is [CH2:1]([N:3]([CH2:13][CH3:14])[C:4]([C:6]1[CH:11]=[CH:10][C:9]([C:18]2[CH:19]=[CH:20][CH:21]=[CH:22][C:17]=2[O:16][CH3:15])=[CH:8][CH:7]=1)=[O:5])[CH3:2]. The yield is 0.880. (3) The reactants are C(OC(=O)[NH:7][C@H:8]1[CH2:11][C@H:10]([NH:12][C:13]2[C:18]([NH:19][C:20]([CH:22]3[CH2:24][CH2:23]3)=O)=[CH:17][CH:16]=[CH:15][N:14]=2)[CH2:9]1)(C)(C)C.FC(F)(F)C(O)=O. The catalyst is C(O)(=O)C. The product is [CH:22]1([C:20]2[N:12]([C@H:10]3[CH2:11][C@H:8]([NH2:7])[CH2:9]3)[C:13]3=[N:14][CH:15]=[CH:16][CH:17]=[C:18]3[N:19]=2)[CH2:24][CH2:23]1. The yield is 0.539. (4) The reactants are CN1CCN(C2C=C[C:11]3[C:12](C=2)=[CH:13][CH:14]=[C:15]2[C:20]=3[O:19][C:18]([C:21]([NH:23][C:24]3[CH:29]=[CH:28][C:27]([N:30]4[CH2:35][CH2:34][O:33][CH2:32][CH2:31]4)=[CH:26][CH:25]=3)=[O:22])=[CH:17][C:16]2=[O:36])CC1.C1C=CC2N(O)N=NC=2C=1.CN([C:51]([O:55]N1N=NC2C=CC=CC1=2)=[N+](C)C)C.[B-](F)(F)(F)F.[CH2:70]([N:72]([CH2:75]C)[CH2:73][CH3:74])[CH3:71].COC1C=C([N:85]2CCOCC2)C=CC=1N. The catalyst is CN(C)C1C=CN=CC=1.CN(C)C=O.C(OCC)(=O)C. The product is [CH3:51][O:55][C:29]1[CH:28]=[C:27]([N:30]2[CH2:31][CH2:32][O:33][CH2:34][CH2:35]2)[CH:26]=[CH:25][C:24]=1[NH:23][C:21]([C:18]1[O:19][C:20]2[C:15]([C:16](=[O:36])[CH:17]=1)=[CH:14][CH:13]=[CH:12][C:11]=2[N:85]1[CH2:74][CH2:73][N:72]([CH3:75])[CH2:70][CH2:71]1)=[O:22]. The yield is 0.540. (5) The product is [C:37]([C:32]1[CH:33]=[C:34]2[C:29](=[C:30]([F:41])[CH:31]=1)[C:28](=[O:42])[N:27]([C:7]1[C:6]([CH2:5][OH:4])=[C:11]([C:12]3[CH:17]=[C:16]([NH:18][C:19]4[CH:23]=[C:22]([CH3:24])[S:21][N:20]=4)[C:15](=[O:25])[N:14]([CH3:26])[CH:13]=3)[CH:10]=[CH:9][N:8]=1)[N:36]=[CH:35]2)([CH3:40])([CH3:38])[CH3:39]. The reactants are C([O:4][CH2:5][C:6]1[C:7]([N:27]2[N:36]=[CH:35][C:34]3[C:29](=[C:30]([F:41])[CH:31]=[C:32]([C:37]([CH3:40])([CH3:39])[CH3:38])[CH:33]=3)[C:28]2=[O:42])=[N:8][CH:9]=[CH:10][C:11]=1[C:12]1[CH:17]=[C:16]([NH:18][C:19]2[CH:23]=[C:22]([CH3:24])[S:21][N:20]=2)[C:15](=[O:25])[N:14]([CH3:26])[CH:13]=1)(=O)C.[OH-].[Li+]. The yield is 0.500. The catalyst is C1COCC1.C(O)(C)C.O. (6) The reactants are [Br:1]Br.[CH2:3]([O:5][C:6]1[CH:16]=[CH:15][C:14]([O:17][CH2:18][CH3:19])=[CH:13][C:7]=1[C:8]([O:10][CH2:11][CH3:12])=[O:9])[CH3:4]. The catalyst is C(O)(=O)C. The product is [Br:1][C:15]1[C:14]([O:17][CH2:18][CH3:19])=[CH:13][C:7]([C:8]([O:10][CH2:11][CH3:12])=[O:9])=[C:6]([O:5][CH2:3][CH3:4])[CH:16]=1. The yield is 0.320. (7) The reactants are C1(N2C=C(Cl)C(Cl)[C:9](=[O:15])N2)C=CC=CC=1.[C:16]1([N:22]2[C:27](=[O:28])[C:26]([Cl:29])=[C:25](Cl)[CH:24]=[N:23]2)[CH:21]=[CH:20][CH:19]=[CH:18][CH:17]=1.C([O-])([O-])=O.[K+].[K+]. The catalyst is CO. The product is [C:16]1([N:22]2[C:27](=[O:28])[C:26]([Cl:29])=[C:25]([O:15][CH3:9])[CH:24]=[N:23]2)[CH:21]=[CH:20][CH:19]=[CH:18][CH:17]=1. The yield is 0.950.